From a dataset of NCI-60 drug combinations with 297,098 pairs across 59 cell lines. Regression. Given two drug SMILES strings and cell line genomic features, predict the synergy score measuring deviation from expected non-interaction effect. (1) Drug 1: CCC1=CC2CC(C3=C(CN(C2)C1)C4=CC=CC=C4N3)(C5=C(C=C6C(=C5)C78CCN9C7C(C=CC9)(C(C(C8N6C)(C(=O)OC)O)OC(=O)C)CC)OC)C(=O)OC.C(C(C(=O)O)O)(C(=O)O)O. Drug 2: C1=NC(=NC(=O)N1C2C(C(C(O2)CO)O)O)N. Cell line: HT29. Synergy scores: CSS=58.3, Synergy_ZIP=0.350, Synergy_Bliss=3.92, Synergy_Loewe=-0.0109, Synergy_HSA=4.27. (2) Drug 1: CCC1=CC2CC(C3=C(CN(C2)C1)C4=CC=CC=C4N3)(C5=C(C=C6C(=C5)C78CCN9C7C(C=CC9)(C(C(C8N6C)(C(=O)OC)O)OC(=O)C)CC)OC)C(=O)OC.C(C(C(=O)O)O)(C(=O)O)O. Drug 2: CN1C2=C(C=C(C=C2)N(CCCl)CCCl)N=C1CCCC(=O)O.Cl. Cell line: HOP-62. Synergy scores: CSS=17.5, Synergy_ZIP=-0.594, Synergy_Bliss=4.27, Synergy_Loewe=-15.8, Synergy_HSA=1.74.